The task is: Predict which catalyst facilitates the given reaction.. This data is from Catalyst prediction with 721,799 reactions and 888 catalyst types from USPTO. (1) Reactant: [CH3:1][C:2]1([CH3:26])[CH2:11][CH2:10][C:9]([CH3:13])([CH3:12])[C:8]2[CH:7]=[C:6]([C:14]([NH:16][C:17]3[CH:25]=[CH:24][C:20]([C:21](O)=[O:22])=[CH:19][CH:18]=3)=[O:15])[CH:5]=[CH:4][C:3]1=2.F[P-](F)(F)(F)(F)F.[N:34]1(O[P+](N(C)C)(N(C)C)N(C)C)[C:38]2[CH:39]=[CH:40][CH:41]=[CH:42][C:37]=2[N:36]=N1.C(N(CC)CC)C.C1(N)C=CC=CC=1N. Product: [NH2:34][C:38]1[CH:39]=[CH:40][CH:41]=[CH:42][C:37]=1[NH:36][C:21]([C:20]1[CH:19]=[CH:18][C:17]([NH:16][C:14]([C:6]2[CH:5]=[CH:4][C:3]3[C:2]([CH3:26])([CH3:1])[CH2:11][CH2:10][C:9]([CH3:13])([CH3:12])[C:8]=3[CH:7]=2)=[O:15])=[CH:25][CH:24]=1)=[O:22]. The catalyst class is: 31. (2) Reactant: C([Li])CCC.C([Mg]Cl)CCC.Br[C:13]1[CH:14]=[C:15]([OH:20])[CH:16]=[C:17]([Br:19])[CH:18]=1.CN([CH:24]=[O:25])C. Product: [Br:19][C:17]1[CH:18]=[C:13]([CH:14]=[C:15]([OH:20])[CH:16]=1)[CH:24]=[O:25]. The catalyst class is: 11.